Dataset: Full USPTO retrosynthesis dataset with 1.9M reactions from patents (1976-2016). Task: Predict the reactants needed to synthesize the given product. (1) Given the product [O:1]=[C:2]1[CH2:7][N:6]([CH2:40][CH2:39][C:37]2[CH:36]=[CH:35][C:34]3[C:30](=[O:29])[O:31][CH2:32][C:33]=3[CH:38]=2)[CH2:5][CH2:4][N:3]1[CH2:8][CH:9]1[CH2:18][CH2:17][CH2:16][C:15]2[CH:14]=[C:13]([C:19]#[N:20])[CH:12]=[CH:11][C:10]1=2, predict the reactants needed to synthesize it. The reactants are: [O:1]=[C:2]1[CH2:7][NH:6][CH2:5][CH2:4][N:3]1[CH2:8][CH:9]1[CH2:18][CH2:17][CH2:16][C:15]2[CH:14]=[C:13]([C:19]#[N:20])[CH:12]=[CH:11][C:10]1=2.[BH3-]C#N.[Na+].CC(O)=O.[O:29]=[C:30]1[C:34]2[CH:35]=[CH:36][C:37]([CH2:39][CH:40]=O)=[CH:38][C:33]=2[CH2:32][O:31]1.C([O-])([O-])=O.[Na+].[Na+]. (2) Given the product [Cl:14][C:11]1[CH:12]=[CH:13][C:8]([C:5]2[N:4]([CH2:15][CH3:16])[C:3]([C:17](=[O:20])[CH2:18][CH3:19])=[C:2]([C:31]3[CH:32]=[CH:33][C:28]([S:25]([NH2:24])(=[O:27])=[O:26])=[CH:29][CH:30]=3)[C:6]=2[CH3:7])=[CH:9][CH:10]=1, predict the reactants needed to synthesize it. The reactants are: Br[C:2]1[C:6]([CH3:7])=[C:5]([C:8]2[CH:13]=[CH:12][C:11]([Cl:14])=[CH:10][CH:9]=2)[N:4]([CH2:15][CH3:16])[C:3]=1[C:17](=[O:20])[CH2:18][CH3:19].C(O)C.[NH2:24][S:25]([C:28]1[CH:33]=[CH:32][C:31](B(O)O)=[CH:30][CH:29]=1)(=[O:27])=[O:26].C(=O)([O-])[O-].[K+].[K+]. (3) Given the product [CH:1]([C:4]1[CH:5]=[C:6]([CH:19]=[CH:20][C:21]=1[O:22][Si:23]([CH:30]([CH3:32])[CH3:31])([CH:27]([CH3:29])[CH3:28])[CH:24]([CH3:26])[CH3:25])[CH2:7][N:8]1[C:16]2[C:11](=[C:12]([NH:18][CH2:40][CH2:34][C:35]([O:37][CH2:38][CH3:39])=[O:36])[CH:13]=[CH:14][C:15]=2[CH3:17])[CH:10]=[CH:9]1)([CH3:3])[CH3:2], predict the reactants needed to synthesize it. The reactants are: [CH:1]([C:4]1[CH:5]=[C:6]([CH:19]=[CH:20][C:21]=1[O:22][Si:23]([CH:30]([CH3:32])[CH3:31])([CH:27]([CH3:29])[CH3:28])[CH:24]([CH3:26])[CH3:25])[CH2:7][N:8]1[C:16]2[C:11](=[C:12]([NH2:18])[CH:13]=[CH:14][C:15]=2[CH3:17])[CH:10]=[CH:9]1)([CH3:3])[CH3:2].Br[CH:34]([CH3:40])[C:35]([O:37][CH2:38][CH3:39])=[O:36]. (4) The reactants are: NC[C@@H]1[C@H](C)CCCN1C(C1C=C(C)C=CC=1C1C=NN(C)C=1)=O.[C:25]1([C:35]([N:37]2[CH2:42][CH2:41][CH2:40][C@@H:39]([CH3:43])[C@H:38]2[CH2:44][N:45]2C(=O)C3C(=CC=CC=3)C2=O)=[O:36])[C:34]2[C:29](=[CH:30][CH:31]=[CH:32][CH:33]=2)[CH:28]=[CH:27][N:26]=1. Given the product [NH2:45][CH2:44][C@@H:38]1[C@H:39]([CH3:43])[CH2:40][CH2:41][CH2:42][N:37]1[C:35]([C:25]1[C:34]2[C:29](=[CH:30][CH:31]=[CH:32][CH:33]=2)[CH:28]=[CH:27][N:26]=1)=[O:36], predict the reactants needed to synthesize it. (5) Given the product [Br:1][C:2]1[C:3]2[C:7]([CH:8]=[CH:9][CH:10]=1)=[N:6][N:5]([CH2:12][C:13]1[CH:18]=[CH:17][CH:16]=[CH:15][C:14]=1[F:19])[CH:4]=2, predict the reactants needed to synthesize it. The reactants are: [Br:1][C:2]1[CH:10]=[CH:9][CH:8]=[C:7]2[C:3]=1[CH:4]=[N:5][NH:6]2.Br[CH2:12][C:13]1[CH:18]=[CH:17][CH:16]=[CH:15][C:14]=1[F:19]. (6) Given the product [ClH:49].[NH2:25][C@H:20]1[C@H:19]([CH3:18])[CH2:24][CH2:23][N:22]([C:3]2[C:2]([Br:1])=[CH:7][N:6]=[C:5]3[NH:8][CH:9]=[C:10]([NH:11][C:12](=[O:16])[CH:13]([CH3:15])[CH3:14])[C:4]=23)[CH2:21]1, predict the reactants needed to synthesize it. The reactants are: [Br:1][C:2]1[C:3](F)=[C:4]2[C:10]([NH:11][C:12](=[O:16])[CH:13]([CH3:15])[CH3:14])=[CH:9][NH:8][C:5]2=[N:6][CH:7]=1.[CH3:18][C@@H:19]1[CH2:24][CH2:23][NH:22][CH2:21][C@H:20]1[NH:25]C(=O)OC(C)(C)C.CCN(C(C)C)C(C)C.C(O)(C(F)(F)F)=O.[ClH:49]. (7) Given the product [F:24][C:25]1[CH:30]=[CH:29][C:28]([NH:31][C:32]([NH:22][C:19]2[CH:20]=[CH:21][C:16]([O:15][C:14]3[C:9]4[CH:8]=[C:7]([C:1]5[CH:2]=[CH:3][CH:4]=[CH:5][CH:6]=5)[NH:23][C:10]=4[N:11]=[CH:12][N:13]=3)=[CH:17][CH:18]=2)=[O:33])=[CH:27][CH:26]=1, predict the reactants needed to synthesize it. The reactants are: [C:1]1([C:7]2[NH:23][C:10]3[N:11]=[CH:12][N:13]=[C:14]([O:15][C:16]4[CH:21]=[CH:20][C:19]([NH2:22])=[CH:18][CH:17]=4)[C:9]=3[CH:8]=2)[CH:6]=[CH:5][CH:4]=[CH:3][CH:2]=1.[F:24][C:25]1[CH:30]=[CH:29][C:28]([N:31]=[C:32]=[O:33])=[CH:27][CH:26]=1.